Dataset: Catalyst prediction with 721,799 reactions and 888 catalyst types from USPTO. Task: Predict which catalyst facilitates the given reaction. (1) Reactant: [N:1]1[CH:6]=[CH:5][CH:4]=[CH:3][C:2]=1[C:7]#[C:8][C:9]1[C:14]([C:15](=[O:17])[CH3:16])=[CH:13][CH:12]=[CH:11][N:10]=1.CCN(C(C)C)C(C)C.[Si:27](OS(C(F)(F)F)(=O)=O)([C:30]([CH3:33])([CH3:32])[CH3:31])([CH3:29])[CH3:28]. Product: [Si:27]([O:17][C:15]([C:14]1[C:9]([C:8]#[C:7][C:2]2[CH:3]=[CH:4][CH:5]=[CH:6][N:1]=2)=[N:10][CH:11]=[CH:12][CH:13]=1)=[CH2:16])([C:30]([CH3:33])([CH3:32])[CH3:31])([CH3:29])[CH3:28]. The catalyst class is: 2. (2) Reactant: [CH2:1]([O:8][CH2:9][CH2:10][CH2:11][CH2:12][O:13][C:14]1[C:37]([O:38][CH3:39])=[CH:36][C:17]2[C:18]3[N:23]([CH:24]([C:26]([CH3:29])([CH3:28])[CH3:27])[CH2:25][C:16]=2[CH:15]=1)[CH:22]=[C:21]([C:30]([O:32]CC)=[O:31])[C:20](=[O:35])[CH:19]=3)[C:2]1[CH:7]=[CH:6][CH:5]=[CH:4][CH:3]=1.CO.O[Li].O.Cl. Product: [CH2:1]([O:8][CH2:9][CH2:10][CH2:11][CH2:12][O:13][C:14]1[C:37]([O:38][CH3:39])=[CH:36][C:17]2[C:18]3[N:23]([CH:24]([C:26]([CH3:28])([CH3:29])[CH3:27])[CH2:25][C:16]=2[CH:15]=1)[CH:22]=[C:21]([C:30]([OH:32])=[O:31])[C:20](=[O:35])[CH:19]=3)[C:2]1[CH:7]=[CH:6][CH:5]=[CH:4][CH:3]=1. The catalyst class is: 6. (3) Reactant: Br[C:2]1[C:7]([F:8])=[CH:6][C:5]([C:9]2[C:18]3[C:13](=[CH:14][C:15]([S:19]([NH:22][C:23]4[CH:27]=[CH:26][O:25][N:24]=4)(=[O:21])=[O:20])=[CH:16][CH:17]=3)[CH:12]=[CH:11][N:10]=2)=[C:4]([O:28][CH3:29])[CH:3]=1.[F:30][C:31]1[CH:32]=[C:33](B(O)O)[CH:34]=[C:35]([O:37][CH3:38])[CH:36]=1.C(=O)([O-])[O-].[K+].[K+]. Product: [F:8][C:7]1[CH:6]=[C:5]([C:9]2[C:18]3[C:13](=[CH:14][C:15]([S:19]([NH:22][C:23]4[CH:27]=[CH:26][O:25][N:24]=4)(=[O:21])=[O:20])=[CH:16][CH:17]=3)[CH:12]=[CH:11][N:10]=2)[C:4]([O:28][CH3:29])=[CH:3][C:2]=1[C:33]1[CH:34]=[C:35]([O:37][CH3:38])[CH:36]=[C:31]([F:30])[CH:32]=1. The catalyst class is: 73. (4) Reactant: [C:1]([C:5]1[CH:6]=[C:7]([C:16]2[CH:17]=[C:18]([C:36]3[CH:41]=[CH:40][C:39]([C:42]([O:44][CH2:45][CH3:46])=[O:43])=[CH:38][CH:37]=3)[CH:19]=[CH:20][C:21]=2[CH2:22][CH2:23][CH2:24][N:25]2C(=O)C3C(=CC=CC=3)C2=O)[CH:8]=[CH:9][C:10]=1[N:11]([CH2:14][CH3:15])[CH2:12][CH3:13])([CH3:4])([CH3:3])[CH3:2].O.NN. Product: [C:1]([C:5]1[CH:6]=[C:7]([C:16]2[CH:17]=[C:18]([C:36]3[CH:41]=[CH:40][C:39]([C:42]([O:44][CH2:45][CH3:46])=[O:43])=[CH:38][CH:37]=3)[CH:19]=[CH:20][C:21]=2[CH2:22][CH2:23][CH2:24][NH2:25])[CH:8]=[CH:9][C:10]=1[N:11]([CH2:14][CH3:15])[CH2:12][CH3:13])([CH3:3])([CH3:4])[CH3:2]. The catalyst class is: 8. (5) Reactant: [CH3:1][O:2][C:3](=[O:45])[C@@H:4]([NH:32][S:33]([C:36]1[CH:41]=[CH:40][C:39]([N+:42]([O-:44])=[O:43])=[CH:38][CH:37]=1)(=[O:35])=[O:34])[CH2:5][C:6]1[CH:31]=[CH:30][C:9]2[O:10][C@@H:11]([C:14]3[CH:19]=[CH:18][CH:17]=[C:16]([O:20][CH2:21][C:22]4[CH:27]=[CH:26][C:25]([Cl:28])=[C:24]([Cl:29])[CH:23]=4)[CH:15]=3)[CH2:12][O:13][C:8]=2[CH:7]=1.C1(P(C2C=CC=CC=2)C2C=CC=CC=2)C=CC=CC=1.[C:65]1([C@H:71](O)[CH2:72][CH3:73])[CH:70]=[CH:69][CH:68]=[CH:67][CH:66]=1.CC(OC(/N=N/C(OC(C)C)=O)=O)C. Product: [CH3:1][O:2][C:3](=[O:45])[C@@H:4]([N:32]([S:33]([C:36]1[CH:37]=[CH:38][C:39]([N+:42]([O-:44])=[O:43])=[CH:40][CH:41]=1)(=[O:35])=[O:34])[C@H:71]([C:65]1[CH:70]=[CH:69][CH:68]=[CH:67][CH:66]=1)[CH2:72][CH3:73])[CH2:5][C:6]1[CH:31]=[CH:30][C:9]2[O:10][C@@H:11]([C:14]3[CH:19]=[CH:18][CH:17]=[C:16]([O:20][CH2:21][C:22]4[CH:27]=[CH:26][C:25]([Cl:28])=[C:24]([Cl:29])[CH:23]=4)[CH:15]=3)[CH2:12][O:13][C:8]=2[CH:7]=1. The catalyst class is: 1. (6) Reactant: [N:1]1([C:7](=[O:12])[C:8]([S:10][CH3:11])=S)[CH2:6][CH2:5][O:4][CH2:3][CH2:2]1.S(=O)(=O)(O)O.[NH2:18][CH2:19]C#N.C([N:24](CC)CC)C. Product: [N:1]1([C:7]([C:8]2[S:10][C:11]([NH2:24])=[CH:19][N:18]=2)=[O:12])[CH2:6][CH2:5][O:4][CH2:3][CH2:2]1. The catalyst class is: 5. (7) The catalyst class is: 10. Reactant: [C:1]([C:3]1[C:4]([C:20]([F:23])([F:22])[F:21])=[C:5]2[C:9](=[CH:10][CH:11]=1)[N:8]([CH2:12][C:13](=[NH:16])[NH:14][OH:15])[C:7]([CH2:17][CH2:18][CH3:19])=[CH:6]2)#[N:2].[Cl:24][C:25]1[C:26]([F:38])=[C:27]([CH:31]=[C:32]([C:34]([F:37])([F:36])[F:35])[CH:33]=1)[C:28](Cl)=O.C(N(CC)C(C)C)(C)C. Product: [Cl:24][C:25]1[C:26]([F:38])=[C:27]([C:28]2[O:15][N:14]=[C:13]([CH2:12][N:8]3[C:9]4[C:5](=[C:4]([C:20]([F:22])([F:23])[F:21])[C:3]([C:1]#[N:2])=[CH:11][CH:10]=4)[CH:6]=[C:7]3[CH2:17][CH2:18][CH3:19])[N:16]=2)[CH:31]=[C:32]([C:34]([F:36])([F:37])[F:35])[CH:33]=1.